This data is from Reaction yield outcomes from USPTO patents with 853,638 reactions. The task is: Predict the reaction yield, written as a fraction of the theoretical maximum amount of product (1.0 means a 100% yield; for example, 0.34 means a 34% yield). (1) The reactants are [C:1]([O:5][C:6]([N:8]1[CH2:14][CH2:13][C:12]2[CH:15]=[C:16]([OH:19])[CH:17]=[CH:18][C:11]=2[CH2:10][CH2:9]1)=[O:7])([CH3:4])([CH3:3])[CH3:2].C(=O)([O-])[O-].[K+].[K+].[I-].[K+].[CH2:28](Br)[C:29]1[CH:34]=[CH:33][CH:32]=[CH:31][CH:30]=1. The catalyst is CC(=O)CC. The product is [C:1]([O:5][C:6]([N:8]1[CH2:14][CH2:13][C:12]2[CH:15]=[C:16]([O:19][CH2:28][C:29]3[CH:34]=[CH:33][CH:32]=[CH:31][CH:30]=3)[CH:17]=[CH:18][C:11]=2[CH2:10][CH2:9]1)=[O:7])([CH3:4])([CH3:2])[CH3:3]. The yield is 1.00. (2) The reactants are [CH2:1]([O:8][C:9]([NH:11][C@H:12]1[CH2:16][CH2:15][N:14]([C@H:17]2[CH2:22][CH2:21][C@@H:20]([N:23]([CH:25]([CH3:27])[CH3:26])[CH3:24])[CH2:19][C@H:18]2[C:28]([O:30]CC)=[O:29])[C:13]1=[O:33])=[O:10])[C:2]1[CH:7]=[CH:6][CH:5]=[CH:4][CH:3]=1. The catalyst is Cl. The product is [CH2:1]([O:8][C:9]([NH:11][C@H:12]1[CH2:16][CH2:15][N:14]([C@H:17]2[CH2:22][CH2:21][C@@H:20]([N:23]([CH:25]([CH3:27])[CH3:26])[CH3:24])[CH2:19][C@H:18]2[C:28]([OH:30])=[O:29])[C:13]1=[O:33])=[O:10])[C:2]1[CH:7]=[CH:6][CH:5]=[CH:4][CH:3]=1. The yield is 0.840. (3) The reactants are [NH:1]1[C:9]2[C:4](=[CH:5][CH:6]=[CH:7][CH:8]=2)[CH:3]=[C:2]1[CH2:10][C:11]([O:13][CH2:14][CH3:15])=[O:12].[C:16](=O)([O:22]C(C)(C)C)[O:17][C:18]([CH3:21])([CH3:20])[CH3:19]. The yield is 0.910. The product is [CH2:14]([O:13][C:11]([CH2:10][C:2]1[N:1]([C:16]([O:17][C:18]([CH3:21])([CH3:20])[CH3:19])=[O:22])[C:9]2[C:4]([CH:3]=1)=[CH:5][CH:6]=[CH:7][CH:8]=2)=[O:12])[CH3:15]. The catalyst is ClCCl.CN(C)C1C=CN=CC=1. (4) The reactants are [CH2:1]([C@H:3]([CH2:6][CH2:7][N+:8]([O-:10])=[O:9])[CH2:4][OH:5])[CH3:2].C([OH:14])(C)C.N[C@H](C(OC)=O)CC1C=CC=CC=1.N[C@@H](C(OC)=O)CC1C=CC=CC=1. The catalyst is CC(C)=O.C(Cl)(Cl)Cl. The product is [CH2:1]([C@H:3]([CH2:6][CH2:7][N+:8]([O-:10])=[O:9])[C:4]([OH:14])=[O:5])[CH3:2]. The yield is 0.920.